This data is from Peptide-MHC class I binding affinity with 185,985 pairs from IEDB/IMGT. The task is: Regression. Given a peptide amino acid sequence and an MHC pseudo amino acid sequence, predict their binding affinity value. This is MHC class I binding data. (1) The peptide sequence is MPDCGMSVLA. The MHC is HLA-B54:01 with pseudo-sequence HLA-B54:01. The binding affinity (normalized) is 0.569. (2) The peptide sequence is KTTKHDQGF. The MHC is HLA-B58:01 with pseudo-sequence HLA-B58:01. The binding affinity (normalized) is 0.446.